The task is: Predict the reactants needed to synthesize the given product.. This data is from Retrosynthesis with 50K atom-mapped reactions and 10 reaction types from USPTO. (1) Given the product Cc1ccccc1C(=O)Nc1ccc(C(=O)N2Cc3cccn3Cc3ccccc32)cc1, predict the reactants needed to synthesize it. The reactants are: Cc1ccccc1C(=O)Nc1ccc(C(=O)Cl)cc1.c1ccc2c(c1)Cn1cccc1CN2. (2) Given the product C[C@H]1CNCCN1C1CCc2ccc(C(F)(F)F)cc21, predict the reactants needed to synthesize it. The reactants are: C[C@H]1CN(C(=O)OC(C)(C)C)CCN1C1CCc2ccc(C(F)(F)F)cc21. (3) The reactants are: Clc1c[nH]cn1.O=[N+]([O-])c1ccc(Cl)nc1. Given the product O=[N+]([O-])c1ccc(-n2cnc(Cl)c2)nc1, predict the reactants needed to synthesize it. (4) Given the product N#Cc1ccc(F)c(F)c1Oc1ncnc2c1cnn2C1CCN(C(=O)OC2CCCC2)CC1, predict the reactants needed to synthesize it. The reactants are: CC(C)(C)OC(=O)N1CCC(n2ncc3c(Oc4c(C#N)ccc(F)c4F)ncnc32)CC1.O=C(Cl)OC1CCCC1. (5) Given the product CCS(=O)(=O)N1CCCC(NC(=O)Nc2cnc3c(ccn3COCC[Si](C)(C)C)n2)C1, predict the reactants needed to synthesize it. The reactants are: CCS(=O)(=O)Cl.C[Si](C)(C)CCOCn1ccc2nc(NC(=O)NC3CCCNC3)cnc21. (6) Given the product CCOC(=O)CCCc1ccc2c(c1)CN(C(=O)C(F)(F)F)CC2, predict the reactants needed to synthesize it. The reactants are: CCOC(=O)CCC[Zn+].O=C(N1CCc2ccc(Br)cc2C1)C(F)(F)F. (7) Given the product CCC1C=C(C)CC(C)CC(OC)C2OC(O)(C(=O)C(=O)N3CCCCC3C(=O)OC(C(C)=CC3CCC(=O)C(Oc4ccccc4)C3)C(C)C(O[Si](C(C)C)(C(C)C)C(C)C)CC1=O)C(C)CC2OC, predict the reactants needed to synthesize it. The reactants are: CCC1C=C(C)CC(C)CC(OC)C2OC(O)(C(=O)C(=O)N3CCCCC3C(=O)OC(C(C)=CC3CCC(O)C(Oc4ccccc4)C3)C(C)C(O[Si](C(C)C)(C(C)C)C(C)C)CC1=O)C(C)CC2OC. (8) Given the product Cc1ccc(C(=O)c2c(C)n(Cc3cccc(Br)n3)c3ccccc3c2=O)cc1C, predict the reactants needed to synthesize it. The reactants are: BrCc1cccc(Br)n1.Cc1ccc(C(=O)c2c(C)[nH]c3ccccc3c2=O)cc1C.